Task: Regression. Given a peptide amino acid sequence and an MHC pseudo amino acid sequence, predict their binding affinity value. This is MHC class II binding data.. Dataset: Peptide-MHC class II binding affinity with 134,281 pairs from IEDB The MHC is DRB1_0901 with pseudo-sequence DRB1_0901. The peptide sequence is GSDPKKLVLNIKYTR. The binding affinity (normalized) is 0.199.